Dataset: Peptide-MHC class II binding affinity with 134,281 pairs from IEDB. Task: Regression. Given a peptide amino acid sequence and an MHC pseudo amino acid sequence, predict their binding affinity value. This is MHC class II binding data. (1) The peptide sequence is YDKFLANVSCVLTGK. The MHC is DRB1_1602 with pseudo-sequence DRB1_1602. The binding affinity (normalized) is 0.747. (2) The peptide sequence is RVYCDPCRAGFETNV. The MHC is HLA-DPA10201-DPB10101 with pseudo-sequence HLA-DPA10201-DPB10101. The binding affinity (normalized) is 0.200. (3) The peptide sequence is KADLENPHPLEKKITQW. The MHC is DRB1_0101 with pseudo-sequence DRB1_0101. The binding affinity (normalized) is 0. (4) The peptide sequence is VTEGERTVRVLDTVE. The MHC is HLA-DQA10501-DQB10302 with pseudo-sequence HLA-DQA10501-DQB10302. The binding affinity (normalized) is 0.345. (5) The peptide sequence is KWHKHYLVCNYGPSG. The MHC is HLA-DPA10201-DPB10501 with pseudo-sequence HLA-DPA10201-DPB10501. The binding affinity (normalized) is 0.349. (6) The peptide sequence is SAQNISGAGWSGMAE. The MHC is DRB5_0101 with pseudo-sequence DRB5_0101. The binding affinity (normalized) is 0.0206.